Predict the product of the given reaction. From a dataset of Forward reaction prediction with 1.9M reactions from USPTO patents (1976-2016). (1) Given the reactants [OH-].[Na+].[Br:3][C:4]1[CH:16]=[CH:15][C:14]2[C:13]3[C:8](=[CH:9][CH:10]=[CH:11][CH:12]=3)[CH2:7][C:6]=2[CH:5]=1.Br[C:18]1[CH:30]=[C:29]2[C:21]([C:22]3C=CC([C:19]4[CH:18]=[CH:30][C:29]5[C:28]6C(=CC=CC=6)[C:22](CCCCCCCC)(CCCCCCCC)[C:21]=5[CH:20]=4)=CC=3[C:28]2(CCCCCCCC)CCCCCCCC)=[CH:20][CH:19]=1.O, predict the reaction product. The product is: [Br:3][C:4]1[CH:16]=[CH:15][C:14]2[C:13]3[C:8]([C:7]4([CH:28]=[C:29]5[C:21]([CH:20]=[CH:19][CH:18]=[CH:30]5)=[CH:22]4)[C:6]=2[CH:5]=1)=[CH:9][CH:10]=[CH:11][CH:12]=3. (2) Given the reactants [Cl:1][C:2]1[CH:3]=[C:4]([OH:15])[CH:5]=[N:6][C:7]=1[O:8][C@H:9]([CH3:14])[C:10]([F:13])([F:12])[F:11].[Cl:16][C:17]1[C:18](F)=[CH:19][C:20]([F:33])=[C:21]([CH:32]=1)[C:22]([O:24][C:25]1[CH:30]=[CH:29][C:28]([CH3:31])=[CH:27][CH:26]=1)=[O:23].C([O-])([O-])=O.[K+].[K+], predict the reaction product. The product is: [Cl:16][C:17]1[C:18]([O:15][C:4]2[CH:5]=[N:6][C:7]([O:8][C@H:9]([CH3:14])[C:10]([F:11])([F:12])[F:13])=[C:2]([Cl:1])[CH:3]=2)=[CH:19][C:20]([F:33])=[C:21]([CH:32]=1)[C:22]([O:24][C:25]1[CH:30]=[CH:29][C:28]([CH3:31])=[CH:27][CH:26]=1)=[O:23]. (3) Given the reactants [Br:1][C:2]1[S:6][C:5]([NH2:7])=[N:4][N:3]=1.Br[CH2:9][C:10]([C:12]1[O:20][C:19]2[CH:18]=[CH:17][N:16]=[C:15]([Cl:21])[C:14]=2[CH:13]=1)=O, predict the reaction product. The product is: [Br:1][C:2]1[S:6][C:5]2=[N:7][C:10]([C:12]3[O:20][C:19]4[CH:18]=[CH:17][N:16]=[C:15]([Cl:21])[C:14]=4[CH:13]=3)=[CH:9][N:4]2[N:3]=1. (4) Given the reactants [Br:1][C:2]1[CH:3]=[CH:4][C:5](F)=[C:6]([C:8]([C:10]2[CH:15]=[C:14]([Cl:16])[N:13]=[C:12]([F:17])[C:11]=2[OH:18])=[O:9])[CH:7]=1.C([O-])([O-])=O.[Cs+].[Cs+].O, predict the reaction product. The product is: [Br:1][C:2]1[CH:7]=[C:6]2[C:5](=[CH:4][CH:3]=1)[O:18][C:11]1[C:12]([F:17])=[N:13][C:14]([Cl:16])=[CH:15][C:10]=1[C:8]2=[O:9]. (5) Given the reactants [Cl:1][C:2]1[CH:3]=[C:4]([C:17]#[C:18][Si](C)(C)C)[CH:5]=[C:6]2[C:10]=1[C:9](=[O:11])[N:8]([C@H:12]([CH:14]1[CH2:16][CH2:15]1)[CH3:13])[CH2:7]2.[OH-].[K+], predict the reaction product. The product is: [Cl:1][C:2]1[CH:3]=[C:4]([C:17]#[CH:18])[CH:5]=[C:6]2[C:10]=1[C:9](=[O:11])[N:8]([C@H:12]([CH:14]1[CH2:16][CH2:15]1)[CH3:13])[CH2:7]2. (6) Given the reactants [OH:1][CH:2]1[CH2:7][CH2:6][C:5]([C:8]2[CH:9]=[C:10]([CH:27]=[CH:28][CH:29]=2)[CH2:11][O:12][C:13]2[CH:18]=[CH:17][C:16]([CH:19]([C:24]#[C:25][CH3:26])[CH2:20][C:21]([OH:23])=[O:22])=[CH:15][CH:14]=2)=[CH:4][CH2:3]1.[NH2:30][C@H:31]([C:37]([OH:39])=[O:38])[CH2:32][CH2:33][CH2:34][CH2:35][NH2:36], predict the reaction product. The product is: [NH2:30][C@H:31]([C:37]([OH:39])=[O:38])[CH2:32][CH2:33][CH2:34][CH2:35][NH2:36].[OH:1][CH:2]1[CH2:7][CH2:6][C:5]([C:8]2[CH:9]=[C:10]([CH:27]=[CH:28][CH:29]=2)[CH2:11][O:12][C:13]2[CH:14]=[CH:15][C:16]([CH:19]([C:24]#[C:25][CH3:26])[CH2:20][C:21]([O-:23])=[O:22])=[CH:17][CH:18]=2)=[CH:4][CH2:3]1. (7) The product is: [CH3:10][C:11]1[N:12]([C:5]([CH3:6])([C:7]#[CH:8])[CH3:9])[CH:13]=[CH:14][N:15]=1. Given the reactants C(O[C:5]([CH3:9])([C:7]#[CH:8])[CH3:6])(=O)C.[CH3:10][C:11]1[NH:12][CH:13]=[CH:14][N:15]=1.C(N(CC)CC)C, predict the reaction product.